From a dataset of Forward reaction prediction with 1.9M reactions from USPTO patents (1976-2016). Predict the product of the given reaction. (1) Given the reactants C(OC([N:8]1[C@H:13]([C:14](=[O:26])[NH:15][C@@H:16]([C:18]2[CH:23]=[CH:22][CH:21]=[C:20]([Cl:24])[C:19]=2[F:25])[CH3:17])[CH2:12][C@@H:11]2[C@H:9]1[CH2:10]2)=O)(C)(C)C.[C:27]([OH:33])([C:29]([F:32])([F:31])[F:30])=[O:28], predict the reaction product. The product is: [F:30][C:29]([F:32])([F:31])[C:27]([OH:33])=[O:28].[Cl:24][C:20]1[C:19]([F:25])=[C:18]([C@H:16]([NH:15][C:14]([C@@H:13]2[CH2:12][C@@H:11]3[C@@H:9]([CH2:10]3)[NH:8]2)=[O:26])[CH3:17])[CH:23]=[CH:22][CH:21]=1. (2) The product is: [CH:21]1[C:22]2[C:17](=[CH:16][CH:15]=[CH:24][CH:23]=2)[CH:18]=[CH:19][C:20]=1[N:9]1[CH2:10][CH2:11][CH2:12][N:7]([C:3]2[CH:2]=[N:1][CH:6]=[CH:5][CH:4]=2)[C:8]1=[O:13]. Given the reactants [N:1]1[CH:6]=[CH:5][CH:4]=[C:3]([N:7]2[CH2:12][CH2:11][CH2:10][NH:9][C:8]2=[O:13])[CH:2]=1.Br[C:15]1[CH:24]=[CH:23][C:22]2[C:17](=[CH:18][CH:19]=[CH:20][CH:21]=2)[CH:16]=1.N[C@@H]1CCCC[C@H]1N.C(=O)([O-])[O-].[K+].[K+], predict the reaction product.